This data is from Tox21: 12 toxicity assays (nuclear receptors and stress response pathways). The task is: Binary classification across 12 toxicity assays. (1) The compound is CC(C)(O)c1cnn2c(-c3ccc(F)c(-c4c(F)cccc4C#N)c3)cnc2n1. It tested positive (active) for: NR-Aromatase (Aromatase enzyme inhibition), and SR-MMP (Mitochondrial Membrane Potential disruption). (2) It tested positive (active) for: SR-ATAD5 (ATAD5 genotoxicity (DNA damage)), and SR-p53 (p53 tumor suppressor activation). The drug is Cc1cc(=O)oc2cc(N(C)C)ccc12. (3) The compound is Oc1c(I)cc(I)c2cccnc12. It tested positive (active) for: NR-AhR (Aryl hydrocarbon Receptor agonist activity), and SR-p53 (p53 tumor suppressor activation). (4) The compound is O=C1c2ccccc2C(=O)C1c1ccc2cc(S(=O)(=O)[O-])cc(S(=O)(=O)[O-])c2n1. It tested positive (active) for: SR-ARE (Antioxidant Response Element (oxidative stress)). (5) The drug is CO[C@H]1C[C@H](O[C@H]2[C@H](C)O[C@@H](O[C@@H]3C(C)=CC[C@@H]4C[C@@H](C[C@]5(C=C[C@H](C)[C@@H](C6CCCCC6)O5)O4)OC(=O)[C@@H]4C=C(C)[C@@H](O)[C@H]5OCC(=CC=C[C@@H]3C)[C@@]45O)C[C@@H]2OC)O[C@@H](C)[C@@H]1O. It tested positive (active) for: SR-MMP (Mitochondrial Membrane Potential disruption). (6) The compound is CC(C)n1c(/C=C/[C@@H](O)C[C@@H](O)CC(=O)[O-])c(-c2ccc(F)cc2)c2ccccc21. It tested positive (active) for: NR-AhR (Aryl hydrocarbon Receptor agonist activity), NR-Aromatase (Aromatase enzyme inhibition), and SR-MMP (Mitochondrial Membrane Potential disruption). (7) It tested positive (active) for: SR-HSE (Heat Shock Element response). The molecule is CCCCCCCCCCCCOCCO. (8) The drug is O=C(OCc1ccccc1)c1ccc(O)cc1. It tested positive (active) for: NR-ER (Estrogen Receptor agonist activity), NR-ER-LBD (Estrogen Receptor Ligand Binding Domain agonist), SR-ATAD5 (ATAD5 genotoxicity (DNA damage)), and SR-HSE (Heat Shock Element response).